From a dataset of Forward reaction prediction with 1.9M reactions from USPTO patents (1976-2016). Predict the product of the given reaction. (1) The product is: [C:1]([O:5][C:6](=[O:7])[NH:8][CH2:9][C:10]1[CH:11]=[C:12]([C:13]([N:45]2[CH2:50][CH2:49][O:48][CH2:47][CH2:46]2)=[O:15])[CH:16]=[C:17]([Cl:20])[C:18]=1[F:19])([CH3:2])([CH3:3])[CH3:4]. Given the reactants [C:1]([O:5][C:6]([NH:8][CH2:9][C:10]1[CH:11]=[C:12]([CH:16]=[C:17]([Cl:20])[C:18]=1[F:19])[C:13]([OH:15])=O)=[O:7])([CH3:4])([CH3:3])[CH3:2].CN(C(ON1N=NC2C=CC=NC1=2)=[N+](C)C)C.F[P-](F)(F)(F)(F)F.[NH:45]1[CH2:50][CH2:49][O:48][CH2:47][CH2:46]1.CCN(C(C)C)C(C)C, predict the reaction product. (2) Given the reactants [Cl:1][C:2]1[CH:7]=[C:6]([N:8]2[CH:13]3[CH:11]([CH2:12]3)[N:10](C(OCC3C=CC=CC=3)=O)[C:9]2=[O:24])[CH:5]=[CH:4][N:3]=1.[OH-].[Na+], predict the reaction product. The product is: [Cl:1][C:2]1[CH:7]=[C:6]([N:8]2[C:9](=[O:24])[NH:10][CH:11]3[CH:13]2[CH2:12]3)[CH:5]=[CH:4][N:3]=1. (3) The product is: [Si:1]([O:18][CH2:19][C:20]1[C:25]([N:26]2[CH2:31][C@H:30]([CH3:32])[O:29][C@H:28]([CH3:33])[CH2:27]2)=[C:24]([F:34])[C:23]([F:35])=[C:22]([CH:41]([C:42]2[CH:47]=[CH:46][CH:45]=[CH:44][CH:43]=2)[OH:48])[CH:21]=1)([C:14]([CH3:16])([CH3:17])[CH3:15])([C:2]1[CH:7]=[CH:6][CH:5]=[CH:4][CH:3]=1)[C:8]1[CH:13]=[CH:12][CH:11]=[CH:10][CH:9]=1. Given the reactants [Si:1]([O:18][CH2:19][C:20]1[C:25]([N:26]2[CH2:31][C@H:30]([CH3:32])[O:29][C@H:28]([CH3:33])[CH2:27]2)=[C:24]([F:34])[C:23]([F:35])=[CH:22][CH:21]=1)([C:14]([CH3:17])([CH3:16])[CH3:15])([C:8]1[CH:13]=[CH:12][CH:11]=[CH:10][CH:9]=1)[C:2]1[CH:7]=[CH:6][CH:5]=[CH:4][CH:3]=1.C([Li])(CC)C.[CH:41](=[O:48])[C:42]1[CH:47]=[CH:46][CH:45]=[CH:44][CH:43]=1, predict the reaction product. (4) Given the reactants C[O:2][C:3](=[O:44])[CH2:4][C@H:5]1[CH2:10][CH2:9][C@H:8]([C:11]2[CH:16]=[CH:15][C:14]([NH:17][C:18](=[O:43])[CH2:19][CH2:20][NH:21][C:22]([C:24]3[N:25]=[C:26]([C:33]4[CH:38]=[CH:37][CH:36]=[CH:35][C:34]=4[C:39]([F:42])([F:41])[F:40])[O:27][C:28]=3[C:29]([F:32])([F:31])[F:30])=[O:23])=[CH:13][CH:12]=2)[CH2:7][CH2:6]1.[OH-].[Na+], predict the reaction product. The product is: [F:32][C:29]([F:30])([F:31])[C:28]1[O:27][C:26]([C:33]2[CH:38]=[CH:37][CH:36]=[CH:35][C:34]=2[C:39]([F:42])([F:41])[F:40])=[N:25][C:24]=1[C:22]([NH:21][CH2:20][CH2:19][C:18]([NH:17][C:14]1[CH:13]=[CH:12][C:11]([C@H:8]2[CH2:9][CH2:10][C@H:5]([CH2:4][C:3]([OH:44])=[O:2])[CH2:6][CH2:7]2)=[CH:16][CH:15]=1)=[O:43])=[O:23].